Predict which catalyst facilitates the given reaction. From a dataset of Catalyst prediction with 721,799 reactions and 888 catalyst types from USPTO. (1) Reactant: [C:1](#[N:3])[CH3:2].[H-].[Na+].[F:6][C:7]([F:19])([F:18])[C:8]1[CH:9]=[C:10]([CH:15]=[CH:16][CH:17]=1)[C:11](OC)=[O:12]. Product: [O:12]=[C:11]([C:10]1[CH:15]=[CH:16][CH:17]=[C:8]([C:7]([F:6])([F:18])[F:19])[CH:9]=1)[CH2:2][C:1]#[N:3]. The catalyst class is: 1. (2) Reactant: [OH:1][C:2]1[CH:11]=[C:10]2[C:5]([C:6]([O:12][C:13]3[C:14]([CH3:23])=[N:15][C:16]4[C:21]([CH:22]=3)=[CH:20][CH:19]=[CH:18][N:17]=4)=[CH:7][CH:8]=[N:9]2)=[CH:4][C:3]=1[O:24][CH3:25].C(=O)([O-])[O-].[K+].[K+].Br[CH2:33][CH2:34][Cl:35].O. Product: [Cl:35][CH2:34][CH2:33][O:1][C:2]1[CH:11]=[C:10]2[C:5]([C:6]([O:12][C:13]3[C:14]([CH3:23])=[N:15][C:16]4[C:21]([CH:22]=3)=[CH:20][CH:19]=[CH:18][N:17]=4)=[CH:7][CH:8]=[N:9]2)=[CH:4][C:3]=1[O:24][CH3:25]. The catalyst class is: 9. (3) Reactant: [Br:1][C:2]1[C:10]2[C:5](=[N:6][C:7](S(C)(=O)=O)=[N:8][CH:9]=2)[N:4]([CH3:15])[N:3]=1.[NH3:16]. Product: [Br:1][C:2]1[C:10]2[C:5](=[N:6][CH:7]=[N:8][C:9]=2[NH2:16])[N:4]([CH3:15])[N:3]=1. The catalyst class is: 12. (4) Reactant: F[C:2]1[CH:7]=[CH:6][C:5]([S:8]([CH3:11])(=[O:10])=[O:9])=[CH:4][C:3]=1[C:12]1[C:13]2[CH:22]=[CH:21][N:20](S(C3C=CC(C)=CC=3)(=O)=O)[C:14]=2[C:15](=[O:19])[N:16]([CH3:18])[CH:17]=1.[F:33][C:34]1[CH:39]=[C:38]([F:40])[CH:37]=[CH:36][C:35]=1[OH:41].C(=O)([O-])[O-].[Cs+].[Cs+]. Product: [F:33][C:34]1[CH:39]=[C:38]([F:40])[CH:37]=[CH:36][C:35]=1[O:41][C:2]1[CH:7]=[CH:6][C:5]([S:8]([CH3:11])(=[O:10])=[O:9])=[CH:4][C:3]=1[C:12]1[C:13]2[CH:22]=[CH:21][NH:20][C:14]=2[C:15](=[O:19])[N:16]([CH3:18])[CH:17]=1. The catalyst class is: 16.